From a dataset of Peptide-MHC class II binding affinity with 134,281 pairs from IEDB. Regression. Given a peptide amino acid sequence and an MHC pseudo amino acid sequence, predict their binding affinity value. This is MHC class II binding data. (1) The peptide sequence is KMIGGIGGFIKVRQYDQIHI. The MHC is DRB1_0701 with pseudo-sequence DRB1_0701. The binding affinity (normalized) is 0.381. (2) The peptide sequence is AWVDSGAQLGELYYA. The MHC is DRB1_0101 with pseudo-sequence DRB1_0101. The binding affinity (normalized) is 0.446. (3) The peptide sequence is TAGVFAAPTLMSFLR. The MHC is HLA-DQA10501-DQB10301 with pseudo-sequence HLA-DQA10501-DQB10301. The binding affinity (normalized) is 0.641. (4) The peptide sequence is PLYRYLGGCFACSL. The MHC is HLA-DQA10301-DQB10302 with pseudo-sequence HLA-DQA10301-DQB10302. The binding affinity (normalized) is 0.183. (5) The peptide sequence is GNGWMIKETACLSKA. The MHC is HLA-DQA10102-DQB10501 with pseudo-sequence HLA-DQA10102-DQB10501. The binding affinity (normalized) is 0.778.